Task: Binary Classification. Given a miRNA mature sequence and a target amino acid sequence, predict their likelihood of interaction.. Dataset: Experimentally validated miRNA-target interactions with 360,000+ pairs, plus equal number of negative samples (1) The miRNA is rno-miR-221-5p with sequence ACCUGGCAUACAAUGUAGAUUUC. The protein sequence of the target gene is MPVDLGQALGLLPSLAKAEDSQFSESDAALQEELSSPETARQLFRQFRYQVMSGPHETLKQLRKLCFQWLQPEVHTKEQILEILMLEQFLTILPGEIQMWVRKQCPGSGEEAVTLVESLKGDPQRLWQWISIQVLGQDILSEKMESPSCQVGEVEPHLEVVPQELGLENSSSGPGELLSHIVKEESDTEAELALAASQPARLEERLIRDQDLGASLLPAAPQEQWRQLDSTQKEQYWDLMLETYGKMVSGAGISHPKSDLTNSIEFGEELAGIYLHVNEKIPRPTCIGDRQENDKENLNL.... Result: 0 (no interaction). (2) The miRNA is hsa-miR-3613-3p with sequence ACAAAAAAAAAAGCCCAACCCUUC. The protein sequence of the target gene is MDFSPSSELGFHFVAFILLTRHRTAFPASGKKRETDYSDGDPLDVHKRLPSSAGEDRAVMLGFAMMGFSVLMFFLLGTTILKPFMLSIQREESTCTAIHTDIMDDWLDCAFTCGVHCHGQGKYPCLQVFVNLSHPGQKALLHYNEEAVQINPKCFYTPKCHQDRNDLLNSALDIKEFFDHKNGTPFSCFYSPASQSEDVILIKKYDQMAIFHCLFWPSLTLLGGALIVGMVRLTQHLSLLCEKYSTVVRDEVGGKVPYIEQHQFKLCIMRRSKGRAEKS. Result: 1 (interaction). (3) The miRNA is hsa-miR-6747-3p with sequence UCCUGCCUUCCUCUGCACCAG. The protein sequence of the target gene is MASVLNVKESKAPERTVVVAGLPVDLFSDQLLAVLVKSHFQDIKNEGGDVEDVIYPTRTKGVAYVIFKEKKVAENVIRQKKHWLARKTRHAELTVSLRVSHFGDKIFSSVNAILDLSVFGKEVTLETLVKDLKKKIPSLSFSPLKPNGRISVEGSFLAVKRLRESLLARACSLLEKDRNFTSEERKWNRQNPQRNLQRSNNSLASVRTLVPETARSGEMLVLDTDVFLYLKHKCGSYESTLKKFHILSQEKVDGEITTICLKSIQVGSQPNNAKHVKELIEEWSHALYLKLRKETFILEG.... Result: 1 (interaction). (4) The miRNA is hsa-miR-520f-5p with sequence CCUCUAAAGGGAAGCGCUUUCU. The protein sequence of the target gene is MPCVQAQYGSSPQGASPASQSYSYHSSGEYSSDFLTPEFVKFSMDLTNTEITATTSLPSFSTFMDNYSTGYDVKPPCLYQMPLSGQQSSIKVEDIQMHNYQQHSHLPPQSEEMMPHSGSVYYKPSSPPTPTTPGFQVQHSPMWDDPGSLHNFHQNYVATTHMIEQRKTPVSRLSLFSFKQSPPGTPVSSCQMRFDGPLHVPMNPEPAGSHHVVDGQTFAVPNPIRKPASMGFPGLQIGHASQLLDTQVPSPPSRGSPSNEGLCAVCGDNAACQHYGVRTCEGCKGFFKRTVQKNAKYVCL.... Result: 1 (interaction). (5) The miRNA is cel-miR-84-5p with sequence UGAGGUAGUAUGUAAUAUUGUAGA. The protein sequence of the target gene is MGIRGMLRAAALLLLIRTWLAESNGPSPTPKFHFELSSSTPEVILDLFNCKNCANEAVVQKILDRVLSTYDVRLRPNFGGAPVPVSVSIYVSSIEQISEINMDYTITMFLHQTWKDTRLAYYETNLNLTLDYRMHEKLWVPDCYFVNSKDAFVHDVTVENRVFQLHPDGTVRYGIRLTTTAACSLDLQKFPMDKQSCKLEVESYGYTVEDIVLSWEDDNAIHITDGLHIPQYTYLGRTITSKEVYFYTGSYMRLIVKFQVQREVRSYLVQVYWPTVLTTILSWISFWMNYDSSAARVTIG.... Result: 0 (no interaction). (6) The miRNA is hsa-miR-4478 with sequence GAGGCUGAGCUGAGGAG. The protein sequence of the target gene is MDERFNKWLLTPVLTLLFVVIMYQYVSPSCTSSCTNFGEQPRAGEAGPPAVPGPARRAQAPPEEWERRPQLPPPPRGPPEGPRGAAAPEEEDEEPGDPREGEEEEEEDEPDPEAPENGSLPRFVPRFNFSLKDLTRFVDFNIKGRDVIVFLHIQKTGGTTFGRHLVKNIRLEQPCSCKAGQKKCTCHRPGKKETWLFSRFSTGWSCGLHADWTELTNCVPAIMEKKDCPRNHSHTRNFYYITMLRDPVSRYLSEWKHVQRGATWKTSLHMCDGRSPTPDELPTCYPGDDWSGVSLREFMD.... Result: 0 (no interaction). (7) The miRNA is hsa-miR-3190-5p with sequence UCUGGCCAGCUACGUCCCCA. The protein sequence of the target gene is MGFQPPAALLLRLFLLQGILRLLWGDLAFIPPFIRMSGPAVSASLVGDTEGVTVSLAVLQDEAGILPIPTCGVLNNETEDWSVTVIPGAKVLEVTVRWKRGLDWCSSNETDSFSESPCILQTLLVSASHNSSCSAHLLIQVEIYANSSLTHNASENVTVIPNQVYQPLGPCPCNLTAGACDVRCCCDQECSSNLTTLFRRSCFTGVFGGDVNPPFDQLCSAGTTTRGVPDWFPFLCVQSPLANTPFLGYFYHGAVSPKQDSSFEVYVDTDAKDFADFGYKQGDPIMTVKKAYFTIPQVSL.... Result: 1 (interaction). (8) The miRNA is hsa-miR-548ae-3p with sequence CAAAAACUGCAAUUACUUUCA. The protein sequence of the target gene is MYAAVEHGPVLCSDSNILCLSWKGRVPKSEKEKPVCRRRYYEEGWLATGNGRGVVGVTFTSSHCRRDRSTPQRINFNLRGHNSEVVLVRWNEPYQKLATCDADGGIFVWIQYEGRWSVELVNDRGAQVSDFTWSHDGTQALISYRDGFVLVGSVSGQRHWSSEINLESQITCGIWTPDDQQVLFGTADGQVIVMDCHGRMLAHVLLHESDGILSMSWNYPIFLVEDSSESDTDSDDYSPPQDGPAAYPIPVQNTKPLLTVSFTSGDISLMNNYDDLSPTVIRSGLKEVVAQWCTQGDLLA.... Result: 0 (no interaction). (9) The miRNA is mmu-miR-199a-3p with sequence ACAGUAGUCUGCACAUUGGUUA. The protein sequence of the target gene is MATQVMGQSSGGGSLFNNSANMGMALTNDMYDLHELSKAELAAPQLIMLANVALTGEASGSCCDYLVGEERQMAELMPVGDNHFSESEGEGLEESADLKGLENMELGSLELSAVEPQPVFEASAAPEIYSANKDPAPETPVAEDKCRSSKAKPFRCKPCQYEAESEEQFVHHIRIHSAKKFFVEESAEKQAKAWESGSSPAEEGEFSKGPIRCDRCGYNTNRYDHYMAHLKHHLRAGENERIYKCIICTYTTVSEYHWRKHLRNHFPRKVYTCSKCNYFSDRKNNYVQHVRTHTGERPYK.... Result: 0 (no interaction).